Dataset: Forward reaction prediction with 1.9M reactions from USPTO patents (1976-2016). Task: Predict the product of the given reaction. Given the reactants [Cl:1][C:2]1[CH:28]=[C:27]([F:29])[C:26]([F:30])=[CH:25][C:3]=1[C:4]([NH:6][C:7]1[NH:11][N:10]=[C:9]([C:12]([NH:14][CH2:15][C:16]2[O:20][C:19]([C:21]([O-:23])=O)=[N:18][C:17]=2[CH3:24])=[O:13])[CH:8]=1)=[O:5].[Na+].[NH:32]1[CH2:37][CH2:36][CH2:35][CH2:34][CH2:33]1.Cl.O.ON1C2C=CC=CC=2N=N1.CCN=C=NCCCN(C)C.Cl.C(=O)([O-])O.[Na+], predict the reaction product. The product is: [CH3:24][C:17]1[N:18]=[C:19]([C:21]([N:32]2[CH2:37][CH2:36][CH2:35][CH2:34][CH2:33]2)=[O:23])[O:20][C:16]=1[CH2:15][NH:14][C:12]([C:9]1[CH:8]=[C:7]([NH:6][C:4](=[O:5])[C:3]2[CH:25]=[C:26]([F:30])[C:27]([F:29])=[CH:28][C:2]=2[Cl:1])[NH:11][N:10]=1)=[O:13].